From a dataset of Full USPTO retrosynthesis dataset with 1.9M reactions from patents (1976-2016). Predict the reactants needed to synthesize the given product. (1) The reactants are: C(Cl)(=O)C(Cl)=O.Br[C:8]1[CH:16]=[C:15](OC)[C:14](OC)=[CH:13][C:9]=1[C:10]([OH:12])=[O:11].Br[C:22]1[CH:30]=[CH:29][C:28]([O:31]C)=[CH:27][C:23]=1C(O)=O.C(N(CC)CC)C. Given the product [CH:15]1[CH:16]=[C:8]2[C:22]3[CH:30]=[CH:29][C:28]([OH:31])=[CH:27][C:23]=3[O:12][C:10](=[O:11])[C:9]2=[CH:13][CH:14]=1, predict the reactants needed to synthesize it. (2) Given the product [OH:8][NH:9][C:10]([C:12]1[CH:13]=[CH:14][C:15]([O:16][C:17]([C:19]2([C:25]3[CH:26]=[CH:27][C:28]([C:29]([O:31][CH3:32])=[O:30])=[CH:33][CH:34]=3)[CH2:20][CH2:21][CH2:22][CH2:23][CH2:24]2)=[O:18])=[CH:35][CH:36]=1)=[O:11], predict the reactants needed to synthesize it. The reactants are: C([O:8][NH:9][C:10]([C:12]1[CH:36]=[CH:35][C:15]([O:16][C:17]([C:19]2([C:25]3[CH:34]=[CH:33][C:28]([C:29]([O:31][CH3:32])=[O:30])=[CH:27][CH:26]=3)[CH2:24][CH2:23][CH2:22][CH2:21][CH2:20]2)=[O:18])=[CH:14][CH:13]=1)=[O:11])C1C=CC=CC=1.